From a dataset of Full USPTO retrosynthesis dataset with 1.9M reactions from patents (1976-2016). Predict the reactants needed to synthesize the given product. (1) Given the product [C:18]([CH2:17][NH:16][C:14]([C@@H:9]1[CH2:10][CH2:11][CH2:12][CH2:13][C@H:8]1[C:3]1[N:4]=[C:5]([CH3:7])[S:6][C:2]=1[C:31]1[CH:30]=[CH:29][C:28]([C:26]([N:20]2[CH2:25][CH2:24][O:23][CH2:22][CH2:21]2)=[O:27])=[CH:33][CH:32]=1)=[O:15])#[N:19], predict the reactants needed to synthesize it. The reactants are: Br[C:2]1[S:6][C:5]([CH3:7])=[N:4][C:3]=1[CH:8]1[CH2:13][CH2:12][CH2:11][CH2:10][CH:9]1[C:14]([NH:16][CH2:17][C:18]#[N:19])=[O:15].[N:20]1([C:26]([C:28]2[CH:33]=[CH:32][C:31](B(O)O)=[CH:30][CH:29]=2)=[O:27])[CH2:25][CH2:24][O:23][CH2:22][CH2:21]1.C([O-])([O-])=O.[Na+].[Na+]. (2) Given the product [Cl:23][C:18]1[CH:19]=[C:20]([O:14][CH:9]([CH:3]2[CH2:4][CH2:5][CH2:6][CH2:7][CH2:8]2)[C:10]([F:12])([F:13])[F:11])[N:21]=[C:16]([NH2:15])[N:17]=1, predict the reactants needed to synthesize it. The reactants are: [H-].[Na+].[CH:3]1([CH:9]([OH:14])[C:10]([F:13])([F:12])[F:11])[CH2:8][CH2:7][CH2:6][CH2:5][CH2:4]1.[NH2:15][C:16]1[N:21]=[C:20](Cl)[CH:19]=[C:18]([Cl:23])[N:17]=1.O. (3) Given the product [Br:1][C:2]1[CH:3]=[C:4]([N:10]([CH3:16])[C:11](=[O:13])[CH3:12])[C:5]([O:8][CH3:9])=[N:6][CH:7]=1, predict the reactants needed to synthesize it. The reactants are: [Br:1][C:2]1[CH:3]=[C:4]([NH:10][C:11](=[O:13])[CH3:12])[C:5]([O:8][CH3:9])=[N:6][CH:7]=1.[H-].[Na+].[CH3:16]I. (4) Given the product [OH:18][C:17]1[CH:19]=[CH:20][CH:21]=[CH:22][C:16]=1[C:15]1[O:4][C:3]2[CH:5]=[CH:6][CH:7]=[CH:8][C:2]=2[C:1](=[O:10])[N:24]=1, predict the reactants needed to synthesize it. The reactants are: [C:1]([OH:10])(=O)[C:2]1[C:3](=[CH:5][CH:6]=[CH:7][CH:8]=1)[OH:4].S(Cl)(Cl)=O.[C:15]([NH2:24])(=O)[C:16]1[C:17](=[CH:19][CH:20]=[CH:21][CH:22]=1)[OH:18]. (5) Given the product [CH3:1][N:2]1[C:7](=[O:8])[C:6]([C:9]2[C:14]([CH2:15][CH3:16])=[CH:13][C:12]([CH2:17][CH3:18])=[CH:11][C:10]=2[CH2:19][CH3:20])=[C:5]([O:21][CH2:22][S:23]([CH3:24])=[O:34])[C:4]([CH3:25])=[N:3]1, predict the reactants needed to synthesize it. The reactants are: [CH3:1][N:2]1[C:7](=[O:8])[C:6]([C:9]2[C:14]([CH2:15][CH3:16])=[CH:13][C:12]([CH2:17][CH3:18])=[CH:11][C:10]=2[CH2:19][CH3:20])=[C:5]([O:21][CH2:22][S:23][CH3:24])[C:4]([CH3:25])=[N:3]1.ClC1C=CC=C(C(OO)=[O:34])C=1.S([O-])([O-])(=O)=S.[Na+].[Na+]. (6) The reactants are: [CH2:1]([O:3][C:4]([C:6]1[CH:10]=[C:9]([CH2:11]Br)[N:8]([C:13]2[C:18]([Cl:19])=[CH:17][CH:16]=[CH:15][C:14]=2[Cl:20])[N:7]=1)=[O:5])[CH3:2].[Br:21][C:22]1[CH:27]=[CH:26][C:25]([OH:28])=[CH:24][CH:23]=1.C(=O)([O-])[O-].[K+].[K+]. Given the product [CH2:1]([O:3][C:4]([C:6]1[CH:10]=[C:9]([CH2:11][O:28][C:25]2[CH:26]=[CH:27][C:22]([Br:21])=[CH:23][CH:24]=2)[N:8]([C:13]2[C:18]([Cl:19])=[CH:17][CH:16]=[CH:15][C:14]=2[Cl:20])[N:7]=1)=[O:5])[CH3:2], predict the reactants needed to synthesize it. (7) Given the product [CH:1]1([C:7]2[C:8]3[CH:30]=[CH:29][CH:28]=[CH:27][C:9]=3[N:10]([CH2:19][C:20]([CH:22]3[CH2:26][CH2:25][CH2:24][CH2:23]3)=[O:21])[C:11](=[O:18])[N:12]([CH2:14][C:15]([NH:31][C:32]3[CH:37]=[CH:36][CH:35]=[C:34]([C:38]4[NH:39][O:40][C:41](=[O:43])[N:42]=4)[CH:33]=3)=[O:16])[N:13]=2)[CH2:6][CH2:5][CH2:4][CH2:3][CH2:2]1, predict the reactants needed to synthesize it. The reactants are: [CH:1]1([C:7]2[C:8]3[CH:30]=[CH:29][CH:28]=[CH:27][C:9]=3[N:10]([CH2:19][C:20]([CH:22]3[CH2:26][CH2:25][CH2:24][CH2:23]3)=[O:21])[C:11](=[O:18])[N:12]([CH2:14][C:15](Cl)=[O:16])[N:13]=2)[CH2:6][CH2:5][CH2:4][CH2:3][CH2:2]1.[NH2:31][C:32]1[CH:33]=[C:34]([C:38]2[NH:39][O:40][C:41](=[O:43])[N:42]=2)[CH:35]=[CH:36][CH:37]=1.Cl.CCN(C(C)C)C(C)C. (8) Given the product [CH2:1]([O:4][C:5]([C:7]1[CH:8]=[C:9]([CH2:13][O:14][CH2:15][C@@H:16]([NH:19][C:20](=[O:38])[C@H:21]([CH2:30][C:31]2[CH:36]=[CH:35][CH:34]=[C:33]([CH3:37])[CH:32]=2)[NH2:22])[C:17]#[N:18])[CH:10]=[CH:11][CH:12]=1)=[O:6])[CH:2]=[CH2:3], predict the reactants needed to synthesize it. The reactants are: [CH2:1]([O:4][C:5]([C:7]1[CH:8]=[C:9]([CH2:13][O:14][CH2:15][C@@H:16]([NH:19][C:20](=[O:38])[C@H:21]([CH2:30][C:31]2[CH:36]=[CH:35][CH:34]=[C:33]([CH3:37])[CH:32]=2)[NH:22]C(OC(C)(C)C)=O)[C:17]#[N:18])[CH:10]=[CH:11][CH:12]=1)=[O:6])[CH:2]=[CH2:3]. (9) Given the product [NH:26]1[C:27]2[C:28](=[N:29][CH:30]=[CH:31][CH:32]=2)[C:24]([N:6]2[CH2:5][C:14](=[O:15])[N:10]3[CH2:11][CH2:12][CH2:13][CH:9]3[C:7]2=[O:8])=[CH:25]1, predict the reactants needed to synthesize it. The reactants are: C(OC(=O)[CH2:5][N:6]([C:24]1[C:28]2=[N:29][CH:30]=[CH:31][CH:32]=[C:27]2[NH:26][CH:25]=1)[C:7]([CH:9]1[CH2:13][CH2:12][CH2:11][N:10]1[C:14](OCC1C=CC=CC=1)=[O:15])=[O:8])C. (10) Given the product [C:15]1([C:13]2[N:10]=[C:8]([NH:7][CH2:6][C:2]3[S:1][CH:5]=[CH:4][CH:3]=3)[S:9][CH:12]=2)[CH:20]=[CH:19][CH:18]=[CH:17][CH:16]=1, predict the reactants needed to synthesize it. The reactants are: [S:1]1[CH:5]=[CH:4][CH:3]=[C:2]1[CH2:6][NH:7][C:8]([NH2:10])=[S:9].Br[CH2:12][C:13]([C:15]1[CH:20]=[CH:19][CH:18]=[CH:17][CH:16]=1)=O.